This data is from Reaction yield outcomes from USPTO patents with 853,638 reactions. The task is: Predict the reaction yield, written as a fraction of the theoretical maximum amount of product (1.0 means a 100% yield; for example, 0.34 means a 34% yield). The reactants are [O:1]=[S:2](Cl)Cl.[Br:5][C:6]1[CH:7]=[C:8]([C:12]([NH:16][C:17](=[O:23])[O:18][C:19]([CH3:22])([CH3:21])[CH3:20])([CH3:15])[CH2:13][OH:14])[CH:9]=[CH:10][CH:11]=1.N1C=CC=CC=1. The catalyst is CC#N. The yield is 0.890. The product is [C:19]([O:18][C:17]([N:16]1[C:12]([C:8]2[CH:9]=[CH:10][CH:11]=[C:6]([Br:5])[CH:7]=2)([CH3:15])[CH2:13][O:14][S:2]1=[O:1])=[O:23])([CH3:20])([CH3:21])[CH3:22].